From a dataset of Forward reaction prediction with 1.9M reactions from USPTO patents (1976-2016). Predict the product of the given reaction. (1) Given the reactants [Cl:1][C:2]1[CH:7]=[CH:6][C:5]([S:8]([NH:11][C@H:12]([CH2:16][CH:17]([CH3:19])[CH3:18])[C:13]([NH2:15])=[O:14])(=[O:10])=[O:9])=[CH:4][CH:3]=1.C(=O)([O-])[O-].[Cs+].[Cs+].[C:26]([O:30][C:31]([N:33]1[CH2:38][CH2:37][CH:36]([CH2:39]OS(C2C=CC(C)=CC=2)(=O)=O)[CH2:35][CH2:34]1)=[O:32])([CH3:29])([CH3:28])[CH3:27], predict the reaction product. The product is: [C:26]([O:30][C:31]([N:33]1[CH2:38][CH2:37][CH:36]([CH2:39][N:11]([C@@H:12]([C:13](=[O:14])[NH2:15])[CH2:16][CH:17]([CH3:19])[CH3:18])[S:8]([C:5]2[CH:4]=[CH:3][C:2]([Cl:1])=[CH:7][CH:6]=2)(=[O:9])=[O:10])[CH2:35][CH2:34]1)=[O:32])([CH3:29])([CH3:27])[CH3:28]. (2) Given the reactants [Li+].[OH-].[Cl:3][C:4]1[CH:36]=[CH:35][CH:34]=[C:33]([Cl:37])[C:5]=1[C:6]([NH:8][C@H:9]([C:29]([O:31]C)=[O:30])[CH2:10][C:11]1[CH:16]=[CH:15][C:14]([C:17]#[C:18][CH2:19][CH2:20][CH2:21][NH:22][C:23]2[CH:28]=[CH:27][CH:26]=[CH:25][N:24]=2)=[CH:13][CH:12]=1)=[O:7], predict the reaction product. The product is: [Cl:3][C:4]1[CH:36]=[CH:35][CH:34]=[C:33]([Cl:37])[C:5]=1[C:6]([NH:8][C@H:9]([C:29]([OH:31])=[O:30])[CH2:10][C:11]1[CH:16]=[CH:15][C:14]([C:17]#[C:18][CH2:19][CH2:20][CH2:21][NH:22][C:23]2[CH:28]=[CH:27][CH:26]=[CH:25][N:24]=2)=[CH:13][CH:12]=1)=[O:7]. (3) Given the reactants [NH2:1][C:2]1[C:7]([C:8]([NH:10][CH2:11][C:12]2[CH:17]=[CH:16][C:15]([O-:18])=[CH:14][CH:13]=2)=[O:9])=[CH:6][CH:5]=[CH:4][N:3]=1.[Na+].[CH2:20](I)[CH3:21].C(=O)([O-])[O-].[Cs+].[Cs+].CN(C=O)C, predict the reaction product. The product is: [CH2:20]([O:18][C:15]1[CH:14]=[CH:13][C:12]([CH2:11][NH:10][C:8](=[O:9])[C:7]2[CH:6]=[CH:5][CH:4]=[N:3][C:2]=2[NH2:1])=[CH:17][CH:16]=1)[CH3:21]. (4) Given the reactants II.[CH3:3][O:4][C:5](=[O:17])[C@H:6]([CH2:15]I)[NH:7][C:8]([O:10][C:11]([CH3:14])([CH3:13])[CH3:12])=[O:9].[Br:18][C:19]1[C:20](Br)=[N:21][CH:22]=[CH:23][CH:24]=1, predict the reaction product. The product is: [Br:18][C:19]1[CH:24]=[CH:23][C:22]([CH2:15][C@H:6]([NH:7][C:8]([O:10][C:11]([CH3:14])([CH3:13])[CH3:12])=[O:9])[C:5]([O:4][CH3:3])=[O:17])=[N:21][CH:20]=1. (5) Given the reactants [C:1]1([C:7]#[C:8][C:9]([OH:11])=O)[CH:6]=[CH:5][CH:4]=[CH:3][CH:2]=1.O.ON1C2C=CC=CC=2N=N1.[CH2:23]([NH:30][CH3:31])[C:24]1[CH:29]=[CH:28][CH:27]=[CH:26][CH:25]=1.C(N(CC)CC)C.Cl.C(N=C=NCCCN(C)C)C, predict the reaction product. The product is: [CH2:23]([N:30]([CH3:31])[C:9](=[O:11])[C:8]#[C:7][C:1]1[CH:2]=[CH:3][CH:4]=[CH:5][CH:6]=1)[C:24]1[CH:29]=[CH:28][CH:27]=[CH:26][CH:25]=1. (6) Given the reactants [Cl:1][C:2]1[N:3]=[N:4][C:5]([Cl:17])=[CH:6][C:7]=1[N:8]1[CH2:13][CH2:12][N:11]([CH2:14][CH2:15][OH:16])[CH2:10][CH2:9]1.C(O[C:21](=O)[C:22]1[CH:27]=[CH:26][C:25](O)=[CH:24][CH:23]=1)C.C1(P(C2C=CC=CC=2)C2C=CC=CC=2)C=CC=CC=1.N([C:51]([O:53][CH2:54]C)=[O:52])=N[C:51]([O:53][CH2:54]C)=[O:52], predict the reaction product. The product is: [CH3:54][O:53][C:51](=[O:52])[CH2:21][C:22]1[CH:23]=[CH:24][C:25]([O:16][CH2:15][CH2:14][N:11]2[CH2:10][CH2:9][N:8]([C:7]3[CH:6]=[C:5]([Cl:17])[N:4]=[N:3][C:2]=3[Cl:1])[CH2:13][CH2:12]2)=[CH:26][CH:27]=1. (7) Given the reactants [F:1][C:2]1[CH:3]=[C:4]([C:8]2[C:16]3[O:15][CH:14]([CH2:17][NH2:18])[CH2:13][C:12]=3[CH:11]=[CH:10][CH:9]=2)[CH:5]=[CH:6][CH:7]=1.C(N(C(C)C)CC)(C)C.Cl[C:29]([O:31][CH2:32][C:33]1[CH:38]=[CH:37][CH:36]=[CH:35][CH:34]=1)=[O:30].C(OC(=O)NCC1CC2C=CC=C(C3CCCC3)C=2O1)C1C=CC=CC=1, predict the reaction product. The product is: [F:1][C:2]1[CH:3]=[C:4]([C:8]2[C:16]3[O:15][CH:14]([CH2:17][NH:18][C:29](=[O:30])[O:31][CH2:32][C:33]4[CH:38]=[CH:37][CH:36]=[CH:35][CH:34]=4)[CH2:13][C:12]=3[CH:11]=[CH:10][CH:9]=2)[CH:5]=[CH:6][CH:7]=1. (8) Given the reactants [Br:1][C:2]1[CH:3]=[C:4]([CH:9]=[C:10]([Br:13])[C:11]=1[CH3:12])[C:5]([O:7][CH3:8])=[O:6].[Br:14]N1C(=O)CCC1=O.C(OOC(=O)C1C=CC=CC=1)(=O)C1C=CC=CC=1, predict the reaction product. The product is: [CH3:8][O:7][C:5](=[O:6])[C:4]1[CH:3]=[C:2]([Br:1])[C:11]([CH2:12][Br:14])=[C:10]([Br:13])[CH:9]=1.